Predict the reactants needed to synthesize the given product. From a dataset of Full USPTO retrosynthesis dataset with 1.9M reactions from patents (1976-2016). (1) Given the product [F:1][C:2]1[CH:7]=[CH:6][CH:5]=[CH:4][C:3]=1[N:8]1[C:16]2[C:11](=[C:12]([N:17]3[CH2:24][C@@H:23]4[C@@H:19]([N:20]([C:29](=[O:30])[CH2:28][C:27]([OH:26])([CH3:33])[CH3:32])[CH2:21][CH2:22]4)[C:18]3=[O:25])[CH:13]=[CH:14][CH:15]=2)[CH:10]=[N:9]1, predict the reactants needed to synthesize it. The reactants are: [F:1][C:2]1[CH:7]=[CH:6][CH:5]=[CH:4][C:3]=1[N:8]1[C:16]2[C:11](=[C:12]([N:17]3[CH2:24][C@@H:23]4[C@@H:19]([NH:20][CH2:21][CH2:22]4)[C:18]3=[O:25])[CH:13]=[CH:14][CH:15]=2)[CH:10]=[N:9]1.[OH:26][C:27]([CH3:33])([CH3:32])[CH2:28][C:29](O)=[O:30].C(N(CC)CC)C.F[P-](F)(F)(F)(F)F.CN(C(N1C2C(=NC=CC=2)[N+]([O-])=N1)=[N+](C)C)C. (2) Given the product [CH2:1]([S:3][C:4]1[C:5]([C:10]2[O:11][C:14]3[C:13]([N:12]=2)=[CH:18][C:17]([S:19]([C:21]([F:24])([F:22])[F:23])=[O:20])=[CH:16][N:15]=3)=[N:6][CH:7]=[CH:8][CH:9]=1)[CH3:2], predict the reactants needed to synthesize it. The reactants are: [CH2:1]([S:3][C:4]1[C:5]([C:10]([NH:12][C:13]2[C:14](O)=[N:15][CH:16]=[C:17]([S:19]([C:21]([F:24])([F:23])[F:22])=[O:20])[CH:18]=2)=[O:11])=[N:6][CH:7]=[CH:8][CH:9]=1)[CH3:2].COCCOC(/N=N/C(OCCOC)=O)=O.C1(P(C2C=CC=CC=2)C2C=CC=CC=2)C=CC=CC=1. (3) Given the product [CH3:16][O:5][C:4](=[O:6])[C:3]1[CH:7]=[C:8]([S:11](=[O:15])(=[O:14])[NH:12][CH3:13])[CH:9]=[CH:10][C:2]=1[OH:1], predict the reactants needed to synthesize it. The reactants are: [OH:1][C:2]1[CH:10]=[CH:9][C:8]([S:11](=[O:15])(=[O:14])[NH:12][CH3:13])=[CH:7][C:3]=1[C:4]([OH:6])=[O:5].[CH:16]1N=CN(C(N2C=NC=C2)=O)C=1.CO. (4) Given the product [Br:1][C:2]1[CH:8]=[C:7]([CH3:9])[CH:6]=[C:5]([N+:10]([O-:12])=[O:11])[CH:3]=1, predict the reactants needed to synthesize it. The reactants are: [Br:1][C:2]1[CH:8]=[C:7]([CH3:9])[CH:6]=[C:5]([N+:10]([O-:12])=[O:11])[C:3]=1N.N([O-])=O.[Na+].O. (5) Given the product [F:17][C:4]1[CH:3]=[C:2]([C:22]2[CH:23]=[CH:24][C:19]([F:18])=[C:20]([CH3:28])[CH:21]=2)[C:10]2[N:9]3[CH2:11][CH2:12][NH:13][C:14](=[O:15])[C:8]3=[C:7]([CH3:16])[C:6]=2[CH:5]=1, predict the reactants needed to synthesize it. The reactants are: Br[C:2]1[C:10]2[N:9]3[CH2:11][CH2:12][NH:13][C:14](=[O:15])[C:8]3=[C:7]([CH3:16])[C:6]=2[CH:5]=[C:4]([F:17])[CH:3]=1.[F:18][C:19]1[CH:24]=[CH:23][C:22](B(O)O)=[CH:21][C:20]=1[CH3:28]. (6) Given the product [NH2:8][C:4]1[N:5]=[CH:6][N:7]=[C:2]([NH:15][C@H:16]([C:18]2[N:19]([CH:30]3[CH2:32][CH2:31]3)[C:20](=[O:29])[C:21]3[C:26]([CH:27]=2)=[CH:25][CH:24]=[CH:23][C:22]=3[Cl:28])[CH3:17])[C:3]=1[C:9]1[N:13]=[CH:12][N:11]([CH3:14])[N:10]=1, predict the reactants needed to synthesize it. The reactants are: Cl[C:2]1[N:7]=[CH:6][N:5]=[C:4]([NH2:8])[C:3]=1[C:9]1[N:13]=[CH:12][N:11]([CH3:14])[N:10]=1.[NH2:15][C@H:16]([C:18]1[N:19]([CH:30]2[CH2:32][CH2:31]2)[C:20](=[O:29])[C:21]2[C:26]([CH:27]=1)=[CH:25][CH:24]=[CH:23][C:22]=2[Cl:28])[CH3:17].CCN(C(C)C)C(C)C.C(Cl)Cl.CO.